Dataset: Full USPTO retrosynthesis dataset with 1.9M reactions from patents (1976-2016). Task: Predict the reactants needed to synthesize the given product. (1) Given the product [NH2:14][CH2:13][C:10]1[CH:11]=[CH:12][C:7]([C:6]([NH:5][C:1]([CH3:2])([CH3:3])[CH3:4])=[O:16])=[C:8]([F:15])[CH:9]=1, predict the reactants needed to synthesize it. The reactants are: [C:1]([NH:5][C:6](=[O:16])[C:7]1[CH:12]=[CH:11][C:10]([C:13]#[N:14])=[CH:9][C:8]=1[F:15])([CH3:4])([CH3:3])[CH3:2].N. (2) Given the product [F:21][C:11]1[C:12]([O:19][CH3:20])=[CH:13][C:14]([O:17][CH3:18])=[C:15]([F:16])[C:10]=1[CH2:9][CH2:8][C:5]1[CH:4]=[N:3][C:2]([NH:34][C:32]2[CH:31]=[N:30][N:29]([CH:26]3[CH2:27][CH2:28][N:23]([CH3:22])[CH2:24][CH2:25]3)[CH:33]=2)=[N:7][CH:6]=1, predict the reactants needed to synthesize it. The reactants are: Cl[C:2]1[N:7]=[CH:6][C:5]([CH2:8][CH2:9][C:10]2[C:15]([F:16])=[C:14]([O:17][CH3:18])[CH:13]=[C:12]([O:19][CH3:20])[C:11]=2[F:21])=[CH:4][N:3]=1.[CH3:22][N:23]1[CH2:28][CH2:27][CH:26]([N:29]2[CH:33]=[C:32]([NH2:34])[CH:31]=[N:30]2)[CH2:25][CH2:24]1.C(=O)([O-])[O-].[Cs+].[Cs+].O1CCOCC1.